Dataset: Forward reaction prediction with 1.9M reactions from USPTO patents (1976-2016). Task: Predict the product of the given reaction. Given the reactants [CH:1]([S:4][C:5]1[CH:19]=[CH:18][C:17]([N+:20]([O-:22])=[O:21])=[CH:16][C:6]=1/[CH:7]=[N:8]/[CH2:9][CH2:10][CH2:11][C:12]([O:14][CH3:15])=[O:13])([CH3:3])[CH3:2].C(N(CC)CC)C, predict the reaction product. The product is: [CH:1]([S:4][C:5]1[CH:19]=[CH:18][C:17]([N+:20]([O-:22])=[O:21])=[CH:16][C:6]=1[CH:7]1[CH:11]([C:12]([O:14][CH3:15])=[O:13])[CH2:10][CH2:9][NH:8]1)([CH3:3])[CH3:2].